This data is from Full USPTO retrosynthesis dataset with 1.9M reactions from patents (1976-2016). The task is: Predict the reactants needed to synthesize the given product. (1) The reactants are: [C:1]([C:5]1[CH:12]=[C:11]([N+:13]([O-])=O)[CH:10]=[CH:9][C:6]=1[C:7]#[N:8])([CH3:4])([CH3:3])[CH3:2].[Cl-].[NH4+].O. Given the product [NH2:13][C:11]1[CH:10]=[CH:9][C:6]([C:7]#[N:8])=[C:5]([C:1]([CH3:4])([CH3:3])[CH3:2])[CH:12]=1, predict the reactants needed to synthesize it. (2) Given the product [C:33]1([C@H:39]2[CH2:41][C@@H:40]2[NH:42][CH:2]2[CH2:7][CH2:6][N:5]([C:8]([O:10][C:11]([CH3:14])([CH3:13])[CH3:12])=[O:9])[CH2:4][CH2:3]2)[CH:38]=[CH:37][CH:36]=[CH:35][CH:34]=1, predict the reactants needed to synthesize it. The reactants are: O=[C:2]1[CH2:7][CH2:6][N:5]([C:8]([O:10][C:11]([CH3:14])([CH3:13])[CH3:12])=[O:9])[CH2:4][CH2:3]1.C(O)(=O)C.C(O[BH-](OC(=O)C)OC(=O)C)(=O)C.[Na+].[C:33]1([C@H:39]2[CH2:41][C@@H:40]2[NH2:42])[CH:38]=[CH:37][CH:36]=[CH:35][CH:34]=1. (3) Given the product [ClH:1].[Cl:1][C:2]1[CH:7]=[CH:6][C:5]([CH:8]2[CH2:9][CH:10]([C:11]([O:13][CH3:14])=[O:12])[CH2:15][CH2:16][NH:17]2)=[CH:4][C:3]=1[F:18], predict the reactants needed to synthesize it. The reactants are: [Cl:1][C:2]1[CH:7]=[CH:6][C:5]([C:8]2[CH:9]=[C:10]([CH:15]=[CH:16][N:17]=2)[C:11]([O:13][CH3:14])=[O:12])=[CH:4][C:3]=1[F:18].Cl. (4) Given the product [Cl:1][C:2]1[CH:25]=[CH:24][C:5]([CH2:6][N:7]2[C:15]3[C:10](=[CH:11][C:12](/[CH:16]=[C:17]4/[C:18](=[O:23])[N:19]([CH2:31][CH2:32][N:33]5[CH2:37][CH2:36][O:35][C:34]5=[O:38])[C:20](=[O:22])[S:21]/4)=[CH:13][CH:14]=3)[CH:9]=[N:8]2)=[C:4]([C:26]([F:27])([F:29])[F:28])[CH:3]=1, predict the reactants needed to synthesize it. The reactants are: [Cl:1][C:2]1[CH:25]=[CH:24][C:5]([CH2:6][N:7]2[C:15]3[C:10](=[CH:11][C:12](/[CH:16]=[C:17]4/[C:18](=[O:23])[NH:19][C:20](=[O:22])[S:21]/4)=[CH:13][CH:14]=3)[CH:9]=[N:8]2)=[C:4]([C:26]([F:29])([F:28])[F:27])[CH:3]=1.O[CH2:31][CH2:32][N:33]1[CH2:37][CH2:36][O:35][C:34]1=[O:38]. (5) Given the product [CH2:29]([O:31][C:32](=[O:35])[CH2:33][NH:34][C:23](=[O:24])[C:22]1[CH:21]=[CH:20][C:19]([S:16](=[O:17])(=[O:18])[NH:15][C:10]2[CH:11]=[CH:12][CH:13]=[CH:14][C:9]=2[C:1](=[O:8])[C:2]2[CH:7]=[CH:6][CH:5]=[CH:4][CH:3]=2)=[CH:27][CH:26]=1)[CH3:30], predict the reactants needed to synthesize it. The reactants are: [C:1]([C:9]1[CH:14]=[CH:13][CH:12]=[CH:11][C:10]=1[NH:15][S:16]([C:19]1[CH:27]=[CH:26][C:22]([C:23](O)=[O:24])=[CH:21][CH:20]=1)(=[O:18])=[O:17])(=[O:8])[C:2]1[CH:7]=[CH:6][CH:5]=[CH:4][CH:3]=1.Cl.[CH2:29]([O:31][C:32](=[O:35])[CH2:33][NH2:34])[CH3:30].